Task: Predict the product of the given reaction.. Dataset: Forward reaction prediction with 1.9M reactions from USPTO patents (1976-2016) (1) The product is: [CH3:23][O:22][C:17]1[CH:18]=[CH:19][CH:20]=[CH:21][C:16]=1[C:8]1[CH:9]=[C:10]([F:15])[CH:11]=[C:12]2[C:7]=1[O:6][C@@H:5]([CH2:4][NH2:1])[CH:14]=[CH:13]2. Given the reactants [N:1]([CH2:4][C@H:5]1[CH2:14][CH2:13][C:12]2[C:7](=[C:8]([C:16]3[CH:21]=[CH:20][CH:19]=[CH:18][C:17]=3[O:22][CH3:23])[CH:9]=[C:10]([F:15])[CH:11]=2)[O:6]1)=[N+]=[N-].C1(P(C2C=CC=CC=2)C2C=CC=CC=2)C=CC=CC=1.CO, predict the reaction product. (2) Given the reactants [CH3:1][N:2]([CH2:9][CH2:10][O:11][C:12]1[CH:19]=[CH:18][C:15]([CH:16]=[O:17])=[CH:14][CH:13]=1)[C:3]1[CH:8]=[CH:7][CH:6]=[CH:5][N:4]=1.[S:20]([S:24]([O-:26])=[O:25])([O-:23])(=[O:22])=[O:21].[Na+:27].[Na+], predict the reaction product. The product is: [S:20]([S:24]([O-:26])=[O:25])([O-:23])(=[O:22])=[O:21].[Na+:27].[CH3:1][N:2]([CH2:9][CH2:10][O:11][C:12]1[CH:13]=[CH:14][C:15]([CH:16]=[O:17])=[CH:18][CH:19]=1)[C:3]1[CH:8]=[CH:7][CH:6]=[CH:5][N:4]=1.[Na+:27]. (3) Given the reactants O([C:9]([O:11][C:12]([CH3:15])([CH3:14])[CH3:13])=[O:10])[C:9]([O:11][C:12]([CH3:15])([CH3:14])[CH3:13])=[O:10].[C:16]1([NH2:23])[CH:21]=[CH:20][CH:19]=[C:18]([NH2:22])[CH:17]=1, predict the reaction product. The product is: [C:12]([O:11][C:9](=[O:10])[NH:22][C:18]1[CH:19]=[CH:20][CH:21]=[C:16]([NH2:23])[CH:17]=1)([CH3:13])([CH3:14])[CH3:15]. (4) Given the reactants C([O:3][C:4](=[O:33])[C:5]1[CH:10]=[CH:9][C:8]([O:11][C@H:12]2[CH2:17][CH2:16][C@@H:15]([NH:18][C:19]([NH:21][C:22]3[CH:27]=[CH:26][C:25]([O:28][C:29]([F:32])([F:31])[F:30])=[CH:24][CH:23]=3)=[O:20])[CH2:14][CH2:13]2)=[CH:7][CH:6]=1)C.[OH-].[Li+].O, predict the reaction product. The product is: [F:30][C:29]([F:31])([F:32])[O:28][C:25]1[CH:24]=[CH:23][C:22]([NH:21][C:19](=[O:20])[NH:18][C@@H:15]2[CH2:16][CH2:17][C@H:12]([O:11][C:8]3[CH:7]=[CH:6][C:5]([C:4]([OH:33])=[O:3])=[CH:10][CH:9]=3)[CH2:13][CH2:14]2)=[CH:27][CH:26]=1. (5) Given the reactants [CH2:1]([O:3][C:4](=[O:15])[CH2:5][C:6]1[N:11]=[C:10](Cl)[CH:9]=[C:8]([O:13][CH3:14])[N:7]=1)[CH3:2].[NH:16]1[CH2:21][CH2:20][O:19][CH2:18][CH2:17]1, predict the reaction product. The product is: [CH2:1]([O:3][C:4](=[O:15])[CH2:5][C:6]1[N:7]=[C:8]([O:13][CH3:14])[CH:9]=[C:10]([N:16]2[CH2:21][CH2:20][O:19][CH2:18][CH2:17]2)[N:11]=1)[CH3:2]. (6) Given the reactants [CH2:1]([C:3]1[CH:4]=[C:5](B(O)O)[CH:6]=[CH:7][CH:8]=1)[CH3:2].Br[C:13]1[CH:18]=[CH:17][CH:16]=[CH:15][C:14]=1[CH2:19][NH:20][S:21]([C:24]1[CH:29]=[CH:28][CH:27]=[CH:26][C:25]=1[O:30][CH3:31])(=[O:23])=[O:22].C([O-])([O-])=O.[Na+].[Na+], predict the reaction product. The product is: [CH2:1]([C:3]1[CH:4]=[C:5]([C:13]2[CH:18]=[CH:17][CH:16]=[CH:15][C:14]=2[CH2:19][NH:20][S:21]([C:24]2[CH:29]=[CH:28][CH:27]=[CH:26][C:25]=2[O:30][CH3:31])(=[O:23])=[O:22])[CH:6]=[CH:7][CH:8]=1)[CH3:2]. (7) Given the reactants [OH:1][C:2]1[CH:9]=[CH:8][C:5]([CH:6]=[O:7])=[CH:4][CH:3]=1.[H-].[Na+].[CH2:12](Cl)[O:13][CH3:14].O, predict the reaction product. The product is: [CH3:12][O:13][CH2:14][O:1][C:2]1[CH:9]=[CH:8][C:5]([CH:6]=[O:7])=[CH:4][CH:3]=1. (8) Given the reactants [Cl:1][C:2]1[CH:7]=[C:6]([Cl:8])[CH:5]=[CH:4][C:3]=1[C:9]1[N:14]2[CH:15]=[C:16]([CH:18]=[O:19])[N:17]=[C:13]2[N:12]=[C:11]([CH3:20])[C:10]=1[C:21]([O:23][C:24]([CH3:27])([CH3:26])[CH3:25])=[O:22].S([CH2:38][N+:39]#[C-:40])(C1C=CC(C)=CC=1)(=O)=O.C([O-])([O-])=O.[K+].[K+], predict the reaction product. The product is: [Cl:1][C:2]1[CH:7]=[C:6]([Cl:8])[CH:5]=[CH:4][C:3]=1[C:9]1[N:14]2[CH:15]=[C:16]([C:18]3[O:19][CH:40]=[N:39][CH:38]=3)[N:17]=[C:13]2[N:12]=[C:11]([CH3:20])[C:10]=1[C:21]([O:23][C:24]([CH3:27])([CH3:26])[CH3:25])=[O:22].